This data is from Reaction yield outcomes from USPTO patents with 853,638 reactions. The task is: Predict the reaction yield, written as a fraction of the theoretical maximum amount of product (1.0 means a 100% yield; for example, 0.34 means a 34% yield). (1) The reactants are [CH3:1][C:2]1[O:6][N:5]=[C:4]([C:7]2[CH:12]=[CH:11][CH:10]=[CH:9][CH:8]=2)[C:3]=1[CH2:13][O:14][C:15]1[N:20]=[CH:19][C:18]([C:21]([NH:23][CH:24]2[CH2:29][CH2:28][CH2:27][N:26]([CH2:30][C:31]([OH:33])=O)[CH2:25]2)=[O:22])=[CH:17][CH:16]=1.[NH2:34][CH:35]1[CH2:40][CH2:39][O:38][CH2:37][CH2:36]1. No catalyst specified. The product is [CH3:1][C:2]1[O:6][N:5]=[C:4]([C:7]2[CH:8]=[CH:9][CH:10]=[CH:11][CH:12]=2)[C:3]=1[CH2:13][O:14][C:15]1[CH:16]=[CH:17][C:18]([C:21]([NH:23][CH:24]2[CH2:29][CH2:28][CH2:27][N:26]([CH2:30][C:31](=[O:33])[NH:34][CH:35]3[CH2:40][CH2:39][O:38][CH2:37][CH2:36]3)[CH2:25]2)=[O:22])=[CH:19][N:20]=1. The yield is 0.740. (2) The reactants are [CH3:1][NH:2][CH2:3][CH2:4][OH:5].C(N(CC)CC)C.[CH:13]([C:15]1[CH:20]=[CH:19][C:18]([S:21](Cl)(=[O:23])=[O:22])=[CH:17][CH:16]=1)=[O:14]. The catalyst is C(Cl)Cl. The product is [CH:13]([C:15]1[CH:16]=[CH:17][C:18]([S:21]([N:2]([CH2:3][CH2:4][OH:5])[CH3:1])(=[O:23])=[O:22])=[CH:19][CH:20]=1)=[O:14]. The yield is 0.920. (3) The reactants are Br[C:2]1[CH:15]=[C:14]2[CH2:16][C:11]3[C:12]4[C:13]2=[C:4]([CH2:5][CH2:6][C:7]=4[CH:8]=[CH:9][CH:10]=3)[CH:3]=1.C1(Cl)C(Cl)=C(Cl)C(=O)C(=O)C=1Cl. The catalyst is C1(C)C(C)=CC=CC=1. The product is [CH:3]1[C:4]2[CH2:5][CH2:6][C:7]3[CH:8]=[CH:9][CH:10]=[C:11]4[CH2:16][C:14]([C:13]=2[C:12]=34)=[CH:15][CH:2]=1. The yield is 0.790. (4) The reactants are [NH2:1][C:2]1[C:7]([Cl:8])=[C:6]([OH:9])[CH:5]=[CH:4][C:3]=1[C:10](=[O:12])[CH3:11].C([O-])([O-])=O.[Cs+].[Cs+].Br[CH2:20][CH:21]([O:24][CH3:25])[O:22][CH3:23]. The catalyst is CN(C=O)C.CCOC(C)=O. The product is [NH2:1][C:2]1[C:7]([Cl:8])=[C:6]([O:9][CH2:20][CH:21]([O:24][CH3:25])[O:22][CH3:23])[CH:5]=[CH:4][C:3]=1[C:10](=[O:12])[CH3:11]. The yield is 0.570. (5) The reactants are [CH3:1][O:2][C:3]1[CH:4]=[C:5]([NH2:26])[CH:6]=[CH:7][C:8]=1[C:9]1[O:10][C:11]([C:14]2[C:15]([C:20]3[CH:25]=[CH:24][CH:23]=[CH:22][CH:21]=3)=[N:16][O:17][C:18]=2[CH3:19])=[N:12][N:13]=1.C(N(CC)[CH:31]([CH3:33])[CH3:32])(C)C.Br[CH2:37][CH:38]1[CH2:40][CH2:39]1.[CH3:41][Si]([N-][Si](C)(C)C)(C)C.[K+]. The catalyst is C1COCC1. The product is [CH:40]1([CH2:39][CH2:19][C:18]2[O:17][N:16]=[C:15]([C:20]3[CH:21]=[CH:22][CH:23]=[CH:24][CH:25]=3)[C:14]=2[C:11]2[O:10][C:9]([C:8]3[CH:7]=[CH:6][C:5]([NH:26][CH2:41][CH:31]4[CH2:33][CH2:32]4)=[CH:4][C:3]=3[O:2][CH3:1])=[N:13][N:12]=2)[CH2:38][CH2:37]1. The yield is 0.100. (6) The reactants are [C:1]([C:3]1[C:4]([C:9]2[CH:14]=[CH:13][CH:12]=[CH:11][CH:10]=2)=[N:5][O:6][C:7]=1[CH3:8])#[CH:2].[NH2:15][C:16]1[CH:21]=[N:20][C:19](Br)=[CH:18][N:17]=1. No catalyst specified. The product is [CH3:8][C:7]1[O:6][N:5]=[C:4]([C:9]2[CH:14]=[CH:13][CH:12]=[CH:11][CH:10]=2)[C:3]=1[C:1]#[C:2][C:19]1[N:20]=[CH:21][C:16]([NH2:15])=[N:17][CH:18]=1. The yield is 0.250. (7) The reactants are [F:1][C:2]([F:30])([F:29])[O:3][C:4]1[CH:9]=[CH:8][C:7]([N:10]2[CH:14]=[N:13][C:12]([C:15]3[CH:20]=[CH:19][C:18](/[C:21](/[CH3:28])=[CH:22]/[C:23]([O:25][CH2:26][CH3:27])=[O:24])=[CH:17][CH:16]=3)=[N:11]2)=[CH:6][CH:5]=1. The catalyst is [Pd].C(OCC)(=O)C. The product is [F:30][C:2]([F:1])([F:29])[O:3][C:4]1[CH:9]=[CH:8][C:7]([N:10]2[CH:14]=[N:13][C:12]([C:15]3[CH:20]=[CH:19][C:18]([CH:21]([CH3:28])[CH2:22][C:23]([O:25][CH2:26][CH3:27])=[O:24])=[CH:17][CH:16]=3)=[N:11]2)=[CH:6][CH:5]=1. The yield is 0.980.